The task is: Predict the product of the given reaction.. This data is from Forward reaction prediction with 1.9M reactions from USPTO patents (1976-2016). The product is: [C:22]([O:25][C:26](=[O:27])[NH:19][C:10]1[C@:11]([CH3:18])([C:14]([F:16])([F:17])[F:15])[O:12][CH2:13][C@:8]([C:6]2[CH:5]=[CH:4][CH:3]=[C:2]([Br:1])[N:7]=2)([CH3:20])[N:9]=1)([CH3:24])([CH3:23])[CH3:21]. Given the reactants [Br:1][C:2]1[N:7]=[C:6]([C:8]2([CH3:20])[CH2:13][O:12][C@@:11]([CH3:18])([C:14]([F:17])([F:16])[F:15])[C:10]([NH2:19])=[N:9]2)[CH:5]=[CH:4][CH:3]=1.[CH3:21][C:22]([O:25][C:26](O[C:26]([O:25][C:22]([CH3:24])([CH3:23])[CH3:21])=[O:27])=[O:27])([CH3:24])[CH3:23].CCN(C(C)C)C(C)C, predict the reaction product.